This data is from Full USPTO retrosynthesis dataset with 1.9M reactions from patents (1976-2016). The task is: Predict the reactants needed to synthesize the given product. (1) Given the product [F:57][C:58]1([F:64])[CH2:63][CH2:62][N:61]([C:46]([C:45]2[CH:44]=[CH:43][C:42]([O:41][C:7]3[CH:2]=[CH:3][C:4]([C:8]([NH:69][C:72](=[O:73])[O:37][CH:35]4[CH:34]5[CH2:33][CH2:32][N:51]([CH2:39][CH2:38]5)[CH2:56][CH2:55]4)([CH3:14])[CH3:15])=[CH:5][CH:6]=3)=[CH:50][CH:49]=2)=[O:48])[CH2:60][CH2:59]1, predict the reactants needed to synthesize it. The reactants are: Br[C:2]1[CH:3]=[C:4]([C:8]([CH3:15])([CH3:14])C(OCC)=O)[CH:5]=[CH:6][CH:7]=1.BrC1C=CC(C(C)(C)C(OCC)=O)=CC=1.O[C:32]1[CH:33]=[C:34]([CH:38]=[CH:39]C=1)[C:35]([OH:37])=O.[OH:41][C:42]1[CH:50]=[CH:49][C:45]([C:46]([OH:48])=O)=[CH:44][CH:43]=1.[NH:51]1[CH2:56][CH2:55]OCC1.[F:57][C:58]1([F:64])[CH2:63][CH2:62][NH:61][CH2:60][CH2:59]1.FC1(F)CC[N:69]([C:72](C2C=CC(OC3C=CC(C(C)(C)C(O)=O)=CC=3)=CC=2)=[O:73])CC1. (2) Given the product [Cl:19][C:18]1[C:13]([S:1][C:2]2[S:3][C:4]3[CH:10]=[CH:9][C:8]([CH3:11])=[CH:7][C:5]=3[N:6]=2)=[C:14]([C:23](=[O:25])[CH3:24])[CH:15]=[C:16]([N+:20]([O-:22])=[O:21])[CH:17]=1, predict the reactants needed to synthesize it. The reactants are: [SH:1][C:2]1[S:3][C:4]2[CH:10]=[CH:9][C:8]([CH3:11])=[CH:7][C:5]=2[N:6]=1.Cl[C:13]1[C:18]([Cl:19])=[CH:17][C:16]([N+:20]([O-:22])=[O:21])=[CH:15][C:14]=1[C:23](=[O:25])[CH3:24].[H-].[Na+]. (3) The reactants are: [C:1]([O:4][C:5](=[O:7])[CH3:6])(=O)[CH3:2].O[C:9]1[CH:10]=[C:11]([C:15]2[CH:16]=[N:17][CH:18]=[C:19]([CH:23]=2)[C:20]([OH:22])=[O:21])[CH:12]=CC=1.O.Cl. Given the product [C:5]([O:4][C:1]1[CH:12]=[C:11]([C:15]2[CH:16]=[N:17][CH:18]=[C:19]([CH:23]=2)[C:20]([OH:22])=[O:21])[CH:10]=[CH:9][CH:2]=1)(=[O:7])[CH3:6], predict the reactants needed to synthesize it. (4) Given the product [F:13][C:10]1[C:9]([I:30])=[C:8]([NH:14][C:15](=[O:21])[O:16][C:17]([CH3:18])([CH3:20])[CH3:19])[C:7]([F:6])=[CH:12][CH:11]=1, predict the reactants needed to synthesize it. The reactants are: [Li]CCCC.[F:6][C:7]1[CH:12]=[CH:11][C:10]([F:13])=[CH:9][C:8]=1[NH:14][C:15](=[O:21])[O:16][C:17]([CH3:20])([CH3:19])[CH3:18].CN(CCN(C)C)C.[I:30]I. (5) The reactants are: [CH:1]1([C:4]2[CH:5]=[C:6]([C:14]([O:16]C)=[O:15])[CH:7]=[C:8]([CH:13]=2)[C:9]([O:11][CH3:12])=[O:10])[CH2:3][CH2:2]1.[OH-].[K+]. Given the product [CH:1]1([C:4]2[CH:5]=[C:6]([C:14]([OH:16])=[O:15])[CH:7]=[C:8]([CH:13]=2)[C:9]([OH:11])=[O:10])[CH2:2][CH2:3]1.[CH:1]1([C:4]2[CH:5]=[C:6]([CH:7]=[C:8]([C:9]([O:11][CH3:12])=[O:10])[CH:13]=2)[C:14]([OH:16])=[O:15])[CH2:2][CH2:3]1, predict the reactants needed to synthesize it.